From a dataset of Full USPTO retrosynthesis dataset with 1.9M reactions from patents (1976-2016). Predict the reactants needed to synthesize the given product. (1) Given the product [F:1][C:2]1[CH:7]=[C:6]([C:8]([C:9]2[N:19]=[N:20][NH:21][N:10]=2)([CH3:12])[CH3:11])[CH:5]=[CH:4][C:3]=1[C:13]1[CH:14]=[CH:15][CH:16]=[CH:17][CH:18]=1, predict the reactants needed to synthesize it. The reactants are: [F:1][C:2]1[CH:7]=[C:6]([C:8]([CH3:12])([CH3:11])[C:9]#[N:10])[CH:5]=[CH:4][C:3]=1[C:13]1[CH:18]=[CH:17][CH:16]=[CH:15][CH:14]=1.[N:19]([Si](C)(C)C)=[N+:20]=[N-:21].C([Sn](=O)CCCC)CCC. (2) Given the product [NH2:54][C:3]1[C:2]([Cl:1])=[C:7]([O:8][C:9]2[C:10]([F:33])=[CH:11][C:12]([NH:16][C:17]([C:19]3[C:20](=[O:32])[N:21]([C:26]4[CH:27]=[CH:28][CH:29]=[CH:30][CH:31]=4)[N:22]([CH3:25])[C:23]=3[CH3:24])=[O:18])=[C:13]([F:15])[CH:14]=2)[CH:6]=[CH:5][N:4]=1, predict the reactants needed to synthesize it. The reactants are: [Cl:1][C:2]1[C:3](C(N)=O)=[N:4][CH:5]=[CH:6][C:7]=1[O:8][C:9]1[CH:14]=[C:13]([F:15])[C:12]([NH:16][C:17]([C:19]2[C:20](=[O:32])[N:21]([C:26]3[CH:31]=[CH:30][CH:29]=[CH:28][CH:27]=3)[N:22]([CH3:25])[C:23]=2[CH3:24])=[O:18])=[CH:11][C:10]=1[F:33].C(O)(=O)C.C(O)(=O)C.IC1C=CC=CC=1.CC#[N:54]. (3) Given the product [Br:1][C:2]1[C:3](=[O:16])[N:4]([CH:10]2[CH2:15][CH2:14][CH2:13][CH2:12][CH2:11]2)[N:5]([CH3:8])[C:6]=1[CH2:7][Br:17], predict the reactants needed to synthesize it. The reactants are: [Br:1][C:2]1[C:3](=[O:16])[N:4]([CH:10]2[CH2:15][CH2:14][CH2:13][CH2:12][CH2:11]2)[N:5]([CH2:8]C)[C:6]=1[CH3:7].[Br:17]N1C(=O)CCC1=O. (4) Given the product [C:30]([N:4]([CH2:5][C:6]1[C:7]([F:29])=[C:8]([F:28])[C:9]([NH:19][C:20]2[CH:25]=[CH:24][C:23]([I:26])=[CH:22][C:21]=2[F:27])=[C:10]([CH:18]=1)[C:11]([NH:13][O:14][CH2:15][CH2:16][OH:17])=[O:12])[O:3][CH2:1][CH3:2])(=[O:32])[CH3:31], predict the reactants needed to synthesize it. The reactants are: [CH2:1]([O:3][NH:4][CH2:5][C:6]1[C:7]([F:29])=[C:8]([F:28])[C:9]([NH:19][C:20]2[CH:25]=[CH:24][C:23]([I:26])=[CH:22][C:21]=2[F:27])=[C:10]([CH:18]=1)[C:11]([NH:13][O:14][CH2:15][CH2:16][OH:17])=[O:12])[CH3:2].[C:30](ON1C(=O)C2C=CC=CC=2N=N1)(=[O:32])[CH3:31]. (5) Given the product [NH3:7].[CH2:1]([N:7]1[CH2:12][CH:11]2[CH:9]([C:10]2([C:14]2[CH:19]=[CH:18][CH:17]=[C:16]([C:20]3[NH:24][CH:23]=[CH:22][N:21]=3)[CH:15]=2)[CH3:13])[CH2:8]1)[CH2:2][CH2:3][CH2:4][CH2:5][CH3:6], predict the reactants needed to synthesize it. The reactants are: [CH2:1]([N:7]1[CH2:12][CH:11]2[CH:9]([C:10]2([C:14]2[CH:19]=[CH:18][CH:17]=[C:16]([C:20]3[NH:21][CH:22]=[CH:23][N:24]=3)[CH:15]=2)[CH3:13])[C:8]1=O)[CH2:2][CH2:3][CH2:4][CH2:5][CH3:6].[H-].[Al+3].[Li+].[H-].[H-].[H-].[OH-].[Na+].C(OCC)(=O)C. (6) Given the product [Cl:1][C:2]1[CH:3]=[N+:4]([O-:41])[CH:5]=[C:6]([Cl:40])[C:7]=1[CH2:8][C@@H:9]([C:25]1[CH:30]=[CH:29][C:28]([O:31][CH:32]([F:34])[F:33])=[C:27]([OH:35])[CH:26]=1)[O:10][C:11](=[O:24])[CH2:12][N:13]1[C:21](=[O:22])[C:20]2[C:15](=[CH:16][CH:17]=[CH:18][CH:19]=2)[C:14]1=[O:23], predict the reactants needed to synthesize it. The reactants are: [Cl:1][C:2]1[CH:3]=[N+:4]([O-:41])[CH:5]=[C:6]([Cl:40])[C:7]=1[CH2:8][C@@H:9]([C:25]1[CH:30]=[CH:29][C:28]([O:31][CH:32]([F:34])[F:33])=[C:27]([O:35]CC2CC2)[CH:26]=1)[O:10][C:11](=[O:24])[CH2:12][N:13]1[C:21](=[O:22])[C:20]2[C:15](=[CH:16][CH:17]=[CH:18][CH:19]=2)[C:14]1=[O:23].FC(F)(F)C(O)=O. (7) The reactants are: Cl.Cl.[NH2:3][CH2:4][CH2:5][S:6][S:7][CH2:8][CH2:9][NH2:10].C(N(CC)CC)C.[CH3:18][C:19]([O:22][C:23](O[C:23]([O:22][C:19]([CH3:21])([CH3:20])[CH3:18])=[O:24])=[O:24])([CH3:21])[CH3:20]. Given the product [NH2:3][CH2:4][CH2:5][S:6][S:7][CH2:8][CH2:9][NH:10][C:23](=[O:24])[O:22][C:19]([CH3:21])([CH3:20])[CH3:18], predict the reactants needed to synthesize it.